From a dataset of Full USPTO retrosynthesis dataset with 1.9M reactions from patents (1976-2016). Predict the reactants needed to synthesize the given product. (1) Given the product [Cl:33][C:13]1[CH:12]=[C:11]([C:8]2[CH:9]=[CH:10][C:5]([C:3]([OH:4])=[O:2])=[C:6]([F:34])[CH:7]=2)[CH:16]=[CH:15][C:14]=1[CH:17]([CH3:32])[C:18]([OH:31])([C:23]1[CH:28]=[CH:27][C:26](=[O:29])[NH:25][CH:24]=1)[C:19]([F:22])([F:21])[F:20], predict the reactants needed to synthesize it. The reactants are: C[O:2][C:3]([C:5]1[CH:10]=[CH:9][C:8]([C:11]2[CH:16]=[CH:15][C:14]([CH:17]([CH3:32])[C:18]([OH:31])([C:23]3[CH:24]=[N:25][C:26]([O:29]C)=[CH:27][CH:28]=3)[C:19]([F:22])([F:21])[F:20])=[C:13]([Cl:33])[CH:12]=2)=[CH:7][C:6]=1[F:34])=[O:4].Cl.[OH-].[Na+]. (2) Given the product [Br:1][C:8]1[CH:7]=[C:6]([CH2:11][C:12]([CH3:19])([CH3:20])[CH2:13][C:14]([O:16][CH2:17][CH3:18])=[O:15])[CH:5]=[C:4]([F:3])[C:9]=1[OH:10], predict the reactants needed to synthesize it. The reactants are: [Br:1]Br.[F:3][C:4]1[CH:5]=[C:6]([CH2:11][C:12]([CH3:20])([CH3:19])[CH2:13][C:14]([O:16][CH2:17][CH3:18])=[O:15])[CH:7]=[CH:8][C:9]=1[OH:10]. (3) Given the product [CH:2]1([CH2:5][O:6][NH:7][C:8]([C:10]2[C:11]([NH:25][C:26]3[CH:31]=[CH:30][C:29]([Br:32])=[CH:28][C:27]=3[F:33])=[CH:12][C:13](=[O:24])[N:14]3[C:18]=2[CH:17]([OH:19])[CH:16]([OH:21])[CH2:15]3)=[O:9])[CH2:4][CH2:3]1, predict the reactants needed to synthesize it. The reactants are: Cl.[CH:2]1([CH2:5][O:6][NH:7][C:8]([C:10]2[C:11]([NH:25][C:26]3[CH:31]=[CH:30][C:29]([Br:32])=[CH:28][C:27]=3[F:33])=[CH:12][C:13](=[O:24])[N:14]3[C:18]=2[CH:17]2[O:19]C(C)(C)[O:21][CH:16]2[CH2:15]3)=[O:9])[CH2:4][CH2:3]1.